Dataset: Forward reaction prediction with 1.9M reactions from USPTO patents (1976-2016). Task: Predict the product of the given reaction. (1) Given the reactants [OH:1][C:2]1[C:10]2[C:9](=[O:11])[O:8][C:7](=O)[C:6]=2[CH:5]=[CH:4][CH:3]=1.CCC(C)[BH-](C(C)CC)C(C)CC.[K+].[C:27]([O:30][CH2:31]C)(=O)C.Cl, predict the reaction product. The product is: [CH3:27][O:30][CH2:31][O:1][C:2]1[CH:3]=[CH:4][CH:5]=[C:6]2[C:10]=1[C:9](=[O:11])[O:8][CH2:7]2. (2) Given the reactants [CH3:1][C:2]1[CH:7]=[CH:6][CH:5]=[C:4]([CH3:8])[C:3]=1[NH:9][C:10]([NH2:12])=[S:11].[CH3:13]I, predict the reaction product. The product is: [CH3:8][C:4]1[CH:5]=[CH:6][CH:7]=[C:2]([CH3:1])[C:3]=1[N:9]=[C:10]([S:11][CH3:13])[NH2:12]. (3) Given the reactants [OH:1][C:2]1[CH:38]=[CH:37][C:5]([C:6]([N:8]([CH:34]([CH3:36])[CH3:35])[C:9]2[CH:14]=[C:13]([O:15][CH3:16])[CH:12]=[CH:11][C:10]=2[CH:17]2[CH2:26][CH2:25][C:24]3[CH:23]=[C:22]([O:27]C(=O)C(C)(C)C)[CH:21]=[CH:20][C:19]=3[CH2:18]2)=O)=[CH:4][CH:3]=1.Cl[CH2:40][CH2:41][N:42]1[CH2:48][CH2:47][CH2:46][CH2:45][CH2:44][CH2:43]1, predict the reaction product. The product is: [N:42]1([CH2:41][CH2:40][O:1][C:2]2[CH:3]=[CH:4][C:5]([CH2:6][N:8]([CH:34]([CH3:36])[CH3:35])[C:9]3[CH:14]=[C:13]([O:15][CH3:16])[CH:12]=[CH:11][C:10]=3[CH:17]3[CH2:26][CH2:25][C:24]4[CH:23]=[C:22]([OH:27])[CH:21]=[CH:20][C:19]=4[CH2:18]3)=[CH:37][CH:38]=2)[CH2:48][CH2:47][CH2:46][CH2:45][CH2:44][CH2:43]1. (4) Given the reactants C([O:3][C:4]([C:6]1[S:7][C:8]([C:11]2[C:15]([CH3:16])=[C:14]([CH:17]([F:19])[F:18])[O:13][N:12]=2)=[CH:9][CH:10]=1)=[O:5])C.O.[OH-].[Li+], predict the reaction product. The product is: [F:19][CH:17]([F:18])[C:14]1[O:13][N:12]=[C:11]([C:8]2[S:7][C:6]([C:4]([OH:5])=[O:3])=[CH:10][CH:9]=2)[C:15]=1[CH3:16]. (5) Given the reactants [CH2:1]([O:3][C:4](=[O:11])[CH2:5][CH:6](Br)[C:7](=O)[CH3:8])[CH3:2].C(N(CC)CC)C.[C:19]([SiH2:23][O:24][C:25]([C:39]1[CH:44]=[CH:43][CH:42]=[CH:41][CH:40]=1)([C:33]1[CH:38]=[CH:37][CH:36]=[CH:35][CH:34]=1)[C:26]1[CH:27]=[CH:28][C:29]([NH2:32])=[N:30][CH:31]=1)([CH3:22])([CH3:21])[CH3:20], predict the reaction product. The product is: [CH2:1]([O:3][C:4](=[O:11])[CH2:5][C:6]1[N:30]2[CH:31]=[C:26]([C:25]([C:33]3[CH:34]=[CH:35][CH:36]=[CH:37][CH:38]=3)([C:39]3[CH:40]=[CH:41][CH:42]=[CH:43][CH:44]=3)[O:24][SiH2:23][C:19]([CH3:22])([CH3:20])[CH3:21])[CH:27]=[CH:28][C:29]2=[N:32][C:7]=1[CH3:8])[CH3:2].